Task: Predict the reaction yield, written as a fraction of the theoretical maximum amount of product (1.0 means a 100% yield; for example, 0.34 means a 34% yield).. Dataset: Reaction yield outcomes from USPTO patents with 853,638 reactions (1) The catalyst is C1COCC1.O. The yield is 1.00. The reactants are C[O:2][C:3](=[O:36])[CH:4]([CH2:24][CH:25]=[CH:26][CH2:27][P:28]([O:33][CH2:34][CH3:35])([O:30][CH2:31][CH3:32])=[O:29])[CH2:5][C:6]([CH3:23])=[CH:7][CH2:8][C:9]1[C:10]([OH:22])=[C:11]2[C:15](=[C:16]([CH3:20])[C:17]=1[O:18][CH3:19])[CH2:14][O:13][C:12]2=[O:21].[OH-].[Li+]. The product is [CH2:31]([O:30][P:28]([CH2:27][CH:26]=[CH:25][CH2:24][CH:4]([CH2:5][C:6]([CH3:23])=[CH:7][CH2:8][C:9]1[C:10]([OH:22])=[C:11]2[C:15](=[C:16]([CH3:20])[C:17]=1[O:18][CH3:19])[CH2:14][O:13][C:12]2=[O:21])[C:3]([OH:36])=[O:2])([O:33][CH2:34][CH3:35])=[O:29])[CH3:32]. (2) The reactants are [CH2:1]([O:8][C:9]1[CH:14]=[CH:13][C:12]([C@@H:15]2[CH2:17][C@H:16]2[N+:18]([O-])=O)=[CH:11][CH:10]=1)[C:2]1[CH:7]=[CH:6][CH:5]=[CH:4][CH:3]=1.Cl. The catalyst is CC(O)C.[Zn]. The product is [CH2:1]([O:8][C:9]1[CH:10]=[CH:11][C:12]([C@@H:15]2[CH2:17][C@H:16]2[NH2:18])=[CH:13][CH:14]=1)[C:2]1[CH:3]=[CH:4][CH:5]=[CH:6][CH:7]=1. The yield is 0.700. (3) The reactants are C([NH:18][C@H:19]([C:30]([OH:32])=[O:31])[CH2:20][C:21]1[CH:26]=[CH:25][C:24]([C:27](=[O:29])[CH3:28])=[CH:23][CH:22]=1)(OCC1C2C(=CC=CC=2)C2C1=CC=CC=2)=O.N1CCCCC1. The catalyst is O. The product is [C:27]([C:24]1[CH:25]=[CH:26][C:21]([CH2:20][C@@H:19]([C:30]([OH:32])=[O:31])[NH2:18])=[CH:22][CH:23]=1)(=[O:29])[CH3:28]. The yield is 0.880.